This data is from Forward reaction prediction with 1.9M reactions from USPTO patents (1976-2016). The task is: Predict the product of the given reaction. (1) The product is: [CH:10]1[C:19]2[C:14](=[CH:15][CH:16]=[CH:17][CH:18]=2)[CH:13]=[CH:12][C:11]=1[CH:20]([O:22][CH2:23][C:24]1[O:3][N:1]=[C:4]([C:5]([O:7][CH2:8][CH3:9])=[O:6])[CH:25]=1)[CH3:21]. Given the reactants [N+:1]([CH2:4][C:5]([O:7][CH2:8][CH3:9])=[O:6])([O-:3])=O.[CH:10]1[C:19]2[C:14](=[CH:15][CH:16]=[CH:17][CH:18]=2)[CH:13]=[CH:12][C:11]=1[CH:20]([O:22][CH2:23][C:24]#[CH:25])[CH3:21].N12CCN(CC1)CC2, predict the reaction product. (2) Given the reactants [F:1][C:2]1[CH:7]=[CH:6][C:5]([C:8]([F:11])([F:10])[F:9])=[CH:4][C:3]=1[N:12]=[C:13]=[O:14].[CH3:15][N:16]1[C:24]2[C:19](=[CH:20][CH:21]=[CH:22][CH:23]=2)[C:18]([C:25]2[CH:30]=[CH:29][C:28]([NH2:31])=[CH:27][CH:26]=2)=[C:17]1[C:32]([NH2:34])=[O:33].CO, predict the reaction product. The product is: [F:1][C:2]1[CH:7]=[CH:6][C:5]([C:8]([F:11])([F:10])[F:9])=[CH:4][C:3]=1[NH:12][C:13](=[O:14])[NH:31][C:28]1[CH:27]=[CH:26][C:25]([C:18]2[C:19]3[C:24](=[CH:23][CH:22]=[CH:21][CH:20]=3)[N:16]([CH3:15])[C:17]=2[C:32]([NH2:34])=[O:33])=[CH:30][CH:29]=1. (3) Given the reactants [NH2:1][C:2]1[C:3]([CH3:19])=[C:4]([NH:9][C:10](=[O:18])[CH2:11][CH2:12][CH:13]2[CH2:17][CH2:16][CH2:15][CH2:14]2)[C:5]([CH3:8])=[CH:6][CH:7]=1.[F:20][C:21]1[CH:28]=[CH:27][C:24]([CH:25]=O)=[CH:23][CH:22]=1.[BH4-].[Na+].CO, predict the reaction product. The product is: [CH:13]1([CH2:12][CH2:11][C:10]([NH:9][C:4]2[C:5]([CH3:8])=[CH:6][CH:7]=[C:2]([NH:1][CH2:25][C:24]3[CH:27]=[CH:28][C:21]([F:20])=[CH:22][CH:23]=3)[C:3]=2[CH3:19])=[O:18])[CH2:14][CH2:15][CH2:16][CH2:17]1. (4) Given the reactants [CH2:1](Br)[C:2]#[CH:3].[Cl:5][C:6]1[CH:7]=[C:8]([CH:29]=[CH:30][C:31]=1[F:32])[NH:9][C:10]1[C:19]2[C:14](=[CH:15][C:16]([O:27][CH3:28])=[CH:17][C:18]=2[O:20][CH:21]2[CH2:26][CH2:25][NH:24][CH2:23][CH2:22]2)[N:13]=[CH:12][N:11]=1.C(=O)([O-])[O-].[K+].[K+].O, predict the reaction product. The product is: [Cl:5][C:6]1[CH:7]=[C:8]([CH:29]=[CH:30][C:31]=1[F:32])[NH:9][C:10]1[C:19]2[C:14](=[CH:15][C:16]([O:27][CH3:28])=[CH:17][C:18]=2[O:20][CH:21]2[CH2:22][CH2:23][N:24]([CH2:3][C:2]#[CH:1])[CH2:25][CH2:26]2)[N:13]=[CH:12][N:11]=1. (5) Given the reactants [NH2:1][C:2]1[N:7]=[C:6]([NH:8][C:9](=[O:19])[C:10]2[C:15]([F:16])=[CH:14][C:13]([F:17])=[CH:12][C:11]=2[F:18])[CH:5]=[CH:4][CH:3]=1.[CH3:20][N:21]1[CH2:26][CH2:25][C:24](=O)[CH2:23][CH2:22]1.C(O)(=O)C.C(O[BH-](OC(=O)C)OC(=O)C)(=O)C.[Na+].CN1CCCCC1=O.C(N)(=O)C1C=CC=CC=1.C(Cl)[Cl:64], predict the reaction product. The product is: [NH3:1].[CH3:9][OH:19].[ClH:64].[ClH:64].[F:16][C:15]1[CH:14]=[C:13]([F:17])[CH:12]=[C:11]([F:18])[C:10]=1[C:9]([NH:8][C:6]1[CH:5]=[CH:4][CH:3]=[C:2]([NH:1][CH:24]2[CH2:25][CH2:26][N:21]([CH3:20])[CH2:22][CH2:23]2)[N:7]=1)=[O:19].